Dataset: Experimentally validated miRNA-target interactions with 360,000+ pairs, plus equal number of negative samples. Task: Binary Classification. Given a miRNA mature sequence and a target amino acid sequence, predict their likelihood of interaction. (1) The miRNA is mmu-miR-295-3p with sequence AAAGUGCUACUACUUUUGAGUCU. The protein sequence of the target gene is MGTAAAAAAAGEGARGPSPAAVSLGLGVAVVSSLVNGSTFVLQKKGIVRAKRRGTSYLTDIVWWAGTIAMAVGQIGNFLAYTAVPTVLVTPLGALGVPFGSILASYLLKEKLNILGKLGCLLSCAGSVVLIIHSPKSESVTTQAELEEKLTNPVFVGYLCIVLLMLLLLIFWIAPAHGPTNIMVYISICSLLGSFTVPSTKGIGLAAQDILHNNPSSQRALCLCLVLLAVLGCSIIVQFRYINKALECFDSSVFGAIYYVVFTTLVLLASAILFREWSNVGLVDFLGMACGFTTVSVGIV.... Result: 0 (no interaction). (2) The miRNA is hsa-miR-4779 with sequence UAGGAGGGAAUAGUAAAAGCAG. The protein sequence of the target gene is MGNQDGKLKRSAGDASHEGGGAEDAAGPRDAEITKKASGSKKALGKHGKGGGGSGETSKKKSKSDSRASVFSNLRIRKNLTKGKGACDSREDVLDSQALPIGELDSAHSIVTKTPDLSLSAEETGLSDTECADPFEVIHPGASRPAEAGVGIQATAEDLETAAGAQDGQRTSSGSDTDIYSFHSATEQEDLLSDIQQAIRLQQQQQQKLLLQDSEEPAAPPTAISPQPGAFLGLDQFLLGPRSEAEKDTVQALPVRPDLPETTKSLVPEHPPSSGSHLTSETPGYATAPSAVTDSLSSPA.... Result: 0 (no interaction). (3) Result: 0 (no interaction). The protein sequence of the target gene is MRGPVGTEEELPRLFAEEMENEDEMSEEEDGGLEAFDDFFPVEPVSLPKKKKPKKLKENKCKGKRKKKEGSNDELSENEEDLEEKSESEGSDYSPNKKKKKKLKDKKEKKAKRKKKDEDEDDNDDGCLKEPKSSGQLMAEWGLDDVDYLFSEEDYHTLTNYKAFSQFLRPLIAKKNPKIPMSKMMTVLGAKWREFSANNPFKGSSAAAAAAAVAAAVETVTISPPLAVSPPQVPQPVPIRKAKTKEGKGPGVRKKIKGSKDGKKKGKGKKTAGLKFRFGGISNKRKKGSSSEEDEREESD.... The miRNA is mmu-miR-126a-3p with sequence UCGUACCGUGAGUAAUAAUGCG. (4) The miRNA is ath-miR167b with sequence UGAAGCUGCCAGCAUGAUCUA. The protein sequence of the target gene is MEENMEEGQTQKGCFECCIKCLGGIPYASLIATILLYAGVALFCGCGHEALSGTVNILQTYFEMARTAGDTLDVFTMIDIFKYVIYGIAAAFFVYGILLMVEGFFTTGAIKDLYGDFKITTCGRCVSAWFIMLTYLFMLAWLGVTAFTSLPVYMYFNLWTICRNTTLVEGANLCLDLRQFGIVTIGEEKKICTVSENFLRMCESTELNMTFHLFIVALAGAGAAVIAMVHYLMVLSANWAYVKDACRMQKYEDIKSKEEQELHDIHSTRSKERLNAYT. Result: 0 (no interaction). (5) The miRNA is hsa-miR-559 with sequence UAAAGUAAAUAUGCACCAAAA. The protein sequence of the target gene is MSVNSEKSSSSERPEPQQKAPLVPPPPPPPPPPPLPDPAPPEPEEEILGSDDEEQEDPADYCKGGYHPVKIGDLFNGRYHVIRKLGWGHFSTVWLCWDMQGKRFVAMKVVKSAQHYTETALDEIKLLKCVRESDPSDPNKDMVVQLIDDFKISGMNGIHVCMVFEVLGHHLLKWIIKSNYQGLPVRCVKSIIRQVLQGLDYLHSKCKIIHTDIKPENILMCVDDAYVRRMAAEATEWQKAGAPPPSGSAVSTAPQQKPIGKISKNKKKKLKKKQKRQAELLEKRLQEIEELEREAERKIL.... Result: 0 (no interaction). (6) The miRNA is mmu-miR-467b-3p with sequence AUAUACAUACACACACCAACAC. Result: 0 (no interaction). The protein sequence of the target gene is MGSTESSEGRRVSFGVDEEERVRVLQGVRLSENVVNRMKEPSSPPPAPTSSTFGLQDGNLRAPHKESTLPRSGSSGGQQPSGMKEGVKRYEQEHAAIQDKLFQVAKREREAATKHSKASLPTGEGSISHEEQKSVRLARELESREAELRRRDTFYKEQLERIERKNAEMYKLSSEQFHEAASKMESTIKPRRVEPVCSGLQAQILHCYRDRPHEVLLCSDLVKAYQRCVSAAHKG. (7) Result: 0 (no interaction). The protein sequence of the target gene is MAPRKRGGRGISFIFCCFRNNDHPEITYRLRNDSNFALQTMEPALPMPPVEELDVMFSELVDELDLTDKHREAMFALPAEKKWQIYCSKKKDQEENKGATSWPEFYIDQLNSMAARKSLLALEKEEEEERSKTIESLKTALRTKPMRFVTRFIDLDGLSCILNFLKTMDYETSESRIHTSLIGCIKALMNNSQGRAHVLAHSESINVIAQSLSTENIKTKVAVLEILGAVCLVPGGHKKVLQAMLHYQKYASERTRFQTLINDLDKSTGRYRDEVSLKTAIMSFINAVLSQGAGVESLDF.... The miRNA is hsa-miR-2681-3p with sequence UAUCAUGGAGUUGGUAAAGCAC. (8) Result: 0 (no interaction). The miRNA is hsa-miR-922 with sequence GCAGCAGAGAAUAGGACUACGUC. The protein sequence of the target gene is MKNHLLFWGVLAVFIKAVHVKAQEDERIVLVDNKCKCARITSRIIRSSEDPNEDIVERNIRIIVPLNNRENISDPTSPLRTRFVYHLSDLCKKCDPTEVELDNQIVTATQSNICDEDSATETCYTYDRNKCYTAVVPLVYGGETKMVETALTPDACYPD.